Dataset: Catalyst prediction with 721,799 reactions and 888 catalyst types from USPTO. Task: Predict which catalyst facilitates the given reaction. (1) Reactant: [NH3:1].Cl.[Cl:3][C:4]1[CH:22]=[CH:21][C:7]([CH2:8][S:9][C:10]2[N:15]=[C:14]([C:16](Cl)=[O:17])[CH:13]=[CH:12][C:11]=2[C:19]#[N:20])=[CH:6][CH:5]=1. Product: [Cl:3][C:4]1[CH:22]=[CH:21][C:7]([CH2:8][S:9][C:10]2[N:15]=[C:14]([C:16]([NH2:1])=[O:17])[CH:13]=[CH:12][C:11]=2[C:19]#[N:20])=[CH:6][CH:5]=1. The catalyst class is: 4. (2) Reactant: [Br:1][C:2]1[C:6](Br)=[CH:5][S:4][CH:3]=1.[P:8]([O-])([O:13][CH2:14][CH3:15])([O:10][CH2:11][CH3:12])=[O:9].C(N(C(C)C)CC)(C)C.P([O-])([O-])(O)=O.[Na+].[Na+].P([O-])(O)(O)=O.[Na+]. Product: [Br:1][C:2]1[C:6]([P:8]([O:13][CH2:14][CH3:15])([O:10][CH2:11][CH3:12])=[O:9])=[CH:5][S:4][CH:3]=1. The catalyst class is: 431. (3) Reactant: [O:1]1CCO[CH2:3][CH2:2]1.[Cl:7][C:8]1[N:9]=[N:10][C:11](Cl)=[CH:12][CH:13]=1.C([Sn](CCCC)(CCCC)C(OCC)=C)CCC.C1C(=O)N([Br:40])C(=O)C1. Product: [Br:40][CH2:3][C:2]([C:11]1[N:10]=[N:9][C:8]([Cl:7])=[CH:13][CH:12]=1)=[O:1]. The catalyst class is: 13. (4) Reactant: [F:1][C:2]1[CH:7]=[CH:6][C:5]([OH:8])=[CH:4][CH:3]=1.C1(P(C2C=CC=CC=2)C2C=CC=CC=2)C=CC=CC=1.[C:28]([N:35]1[CH2:40][CH2:39][CH:38]([CH2:41]O)[CH2:37][CH2:36]1)([O:30][C:31]([CH3:34])([CH3:33])[CH3:32])=[O:29].CCOC(/N=N/C(OCC)=O)=O. Product: [F:1][C:2]1[CH:7]=[CH:6][C:5]([O:8][CH2:41][CH:38]2[CH2:39][CH2:40][N:35]([C:28]([O:30][C:31]([CH3:32])([CH3:34])[CH3:33])=[O:29])[CH2:36][CH2:37]2)=[CH:4][CH:3]=1. The catalyst class is: 1. (5) Reactant: [Br:1][C:2]1[CH:8]=[C:7]([F:9])[CH:6]=[CH:5][C:3]=1[NH2:4].[N:10]([O-])=O.[Na+].[Cl:14][Sn]Cl. Product: [Cl-:14].[Br:1][C:2]1[CH:8]=[C:7]([F:9])[CH:6]=[CH:5][C:3]=1[NH:4][NH3+:10]. The catalyst class is: 33. (6) Reactant: O=[C:2]([C:6]1[CH:11]=[CH:10][CH:9]=[CH:8][N:7]=1)[CH2:3][C:4]#[N:5].[CH3:12][NH:13][NH2:14]. Product: [CH3:12][N:13]1[C:4]([NH2:5])=[CH:3][C:2]([C:6]2[CH:11]=[CH:10][CH:9]=[CH:8][N:7]=2)=[N:14]1. The catalyst class is: 8. (7) Reactant: [NH2:1][C@H:2]([C:10]([OH:12])=[O:11])[CH2:3][CH2:4][CH2:5][NH:6][C:7](=[NH:9])[NH2:8].[CH3:13][N:14]1[N:20]=[C:19]([OH:21])[C:17](=[O:18])[N:16]=[C:15]1[S:22][CH2:23][C:24]1[CH2:45][S:44][C@@H:27]2[C@H:28]([NH:31][C:32](/[C:34](/[C:38]3[N:42]=[C:41]([NH2:43])[S:40][CH:39]=3)=[N:35]\[O:36][CH3:37])=[O:33])[C:29](=[O:30])[N:26]2[C:25]=1[C:46]([OH:48])=[O:47].Cl. Product: [CH3:13][N:14]1[N:20]=[C:19]([OH:21])[C:17](=[O:18])[N:16]=[C:15]1[S:22][CH2:23][C:24]1[CH2:45][S:44][C@@H:27]2[C@H:28]([NH:31][C:32](/[C:34](/[C:38]3[N:42]=[C:41]([NH2:43])[S:40][CH:39]=3)=[N:35]\[O:36][CH3:37])=[O:33])[C:29](=[O:30])[N:26]2[C:25]=1[C:46]([OH:48])=[O:47].[NH2:1][C@H:2]([C:10]([OH:12])=[O:11])[CH2:3][CH2:4][CH2:5][NH:6][C:7](=[NH:8])[NH2:9]. The catalyst class is: 6. (8) Reactant: [F:1][C:2]1[C:7]([O:8][CH3:9])=[CH:6][C:5]([F:10])=[C:4]([N+:11]([O-])=O)[C:3]=1[NH:14][C:15]1[CH:20]=[CH:19][C:18]([I:21])=[CH:17][C:16]=1[F:22].[O-]S(S([O-])=O)=O.[Na+].[Na+]. Product: [F:10][C:5]1[CH:6]=[C:7]([O:8][CH3:9])[C:2]([F:1])=[C:3]([NH:14][C:15]2[CH:20]=[CH:19][C:18]([I:21])=[CH:17][C:16]=2[F:22])[C:4]=1[NH2:11]. The catalyst class is: 40.